This data is from NCI-60 drug combinations with 297,098 pairs across 59 cell lines. The task is: Regression. Given two drug SMILES strings and cell line genomic features, predict the synergy score measuring deviation from expected non-interaction effect. (1) Drug 1: CS(=O)(=O)OCCCCOS(=O)(=O)C. Drug 2: N.N.Cl[Pt+2]Cl. Cell line: NCI-H226. Synergy scores: CSS=5.19, Synergy_ZIP=-0.859, Synergy_Bliss=1.13, Synergy_Loewe=-11.5, Synergy_HSA=-5.95. (2) Drug 1: CCCCC(=O)OCC(=O)C1(CC(C2=C(C1)C(=C3C(=C2O)C(=O)C4=C(C3=O)C=CC=C4OC)O)OC5CC(C(C(O5)C)O)NC(=O)C(F)(F)F)O. Drug 2: CC1CCCC2(C(O2)CC(NC(=O)CC(C(C(=O)C(C1O)C)(C)C)O)C(=CC3=CSC(=N3)C)C)C. Cell line: 786-0. Synergy scores: CSS=78.8, Synergy_ZIP=2.21, Synergy_Bliss=0.109, Synergy_Loewe=2.43, Synergy_HSA=4.23.